Dataset: Reaction yield outcomes from USPTO patents with 853,638 reactions. Task: Predict the reaction yield, written as a fraction of the theoretical maximum amount of product (1.0 means a 100% yield; for example, 0.34 means a 34% yield). (1) The reactants are [NH2:1][C:2]1[CH:7]=[CH:6][C:5]([CH2:8][CH2:9][C:10]([OH:12])=[O:11])=[CH:4][CH:3]=1.Cl[C:14]([O:16][CH2:17][CH:18]1[C:30]2[CH:29]=[CH:28][CH:27]=[CH:26][C:25]=2[C:24]2[C:19]1=[CH:20][CH:21]=[CH:22][CH:23]=2)=[O:15]. The catalyst is C(=O)(O)[O-].[Na+].O1CCCC1. The product is [C:14]([CH:9]([CH2:8][C:5]1[CH:4]=[CH:3][C:2]([NH2:1])=[CH:7][CH:6]=1)[C:10]([OH:12])=[O:11])([O:16][CH2:17][CH:18]1[C:30]2[C:25](=[CH:26][CH:27]=[CH:28][CH:29]=2)[C:24]2[C:19]1=[CH:20][CH:21]=[CH:22][CH:23]=2)=[O:15]. The yield is 0.800. (2) The reactants are [F:1][C:2]([F:17])([CH:8]([O:11][C:12](=[O:16])[C:13]([CH3:15])=[CH2:14])[CH2:9][CH3:10])[C:3]([O:5][CH2:6]C)=[O:4]. The catalyst is CO. The product is [F:1][C:2]([F:17])([CH:8]([O:11][C:12](=[O:16])[C:13]([CH3:15])=[CH2:14])[CH2:9][CH3:10])[C:3]([O:5][CH3:6])=[O:4]. The yield is 0.950. (3) The reactants are O(S(C(F)(F)F)(=O)=O)S(C(F)(F)F)(=O)=O.[CH2:16]([O:23][N:24]1[C:30](=[O:31])[N:29]2[CH2:32][C@H:25]1[CH2:26][CH2:27][C@H:28]2[C:33]([NH:35][NH:36][C:37](=O)[CH2:38][CH2:39][CH2:40][NH:41][C:42](=[O:48])[O:43][C:44]([CH3:47])([CH3:46])[CH3:45])=[O:34])[C:17]1[CH:22]=[CH:21][CH:20]=[CH:19][CH:18]=1.C([O-])(O)=O.[Na+]. The catalyst is C(Cl)Cl. The product is [CH2:16]([O:23][N:24]1[C:30](=[O:31])[N:29]2[CH2:32][C@H:25]1[CH2:26][CH2:27][C@H:28]2[C:33]1[O:34][C:37]([CH2:38][CH2:39][CH2:40][NH:41][C:42](=[O:48])[O:43][C:44]([CH3:46])([CH3:47])[CH3:45])=[N:36][N:35]=1)[C:17]1[CH:22]=[CH:21][CH:20]=[CH:19][CH:18]=1. The yield is 0.540. (4) The reactants are C([O-])([O-])=O.[K+].[K+].[OH:7][C:8]1[C:13]([CH:14]=[O:15])=[CH:12][CH:11]=[CH:10][C:9]=1[C:16]1[CH:21]=[CH:20][CH:19]=[CH:18][CH:17]=1.[CH2:22](Br)[C:23]1[CH:28]=[CH:27][CH:26]=[CH:25][CH:24]=1.O. The catalyst is CN(C=O)C. The product is [CH2:22]([O:7][C:8]1[C:13]([CH:14]=[O:15])=[CH:12][CH:11]=[CH:10][C:9]=1[C:16]1[CH:17]=[CH:18][CH:19]=[CH:20][CH:21]=1)[C:23]1[CH:28]=[CH:27][CH:26]=[CH:25][CH:24]=1. The yield is 0.620.